This data is from Full USPTO retrosynthesis dataset with 1.9M reactions from patents (1976-2016). The task is: Predict the reactants needed to synthesize the given product. Given the product [F:12][CH:11]([F:13])[C:9]1[CH:8]=[CH:7][N:6]2[C:2]([C:26]3[CH:25]=[C:24]([C:28]4[C:29]([C:34]#[N:35])=[CH:30][CH:31]=[CH:32][CH:33]=4)[CH:23]=[CH:22][CH:27]=3)=[CH:3][N:4]=[C:5]2[N:10]=1, predict the reactants needed to synthesize it. The reactants are: Br[C:2]1[N:6]2[CH:7]=[CH:8][C:9]([CH:11]([F:13])[F:12])=[N:10][C:5]2=[N:4][CH:3]=1.CC1(C)C(C)(C)OB([C:22]2[CH:23]=[C:24]([C:28]3[C:29]([C:34]#[N:35])=[CH:30][CH:31]=[CH:32][CH:33]=3)[CH:25]=[CH:26][CH:27]=2)O1.